Dataset: Retrosynthesis with 50K atom-mapped reactions and 10 reaction types from USPTO. Task: Predict the reactants needed to synthesize the given product. (1) Given the product CC(=O)c1cccc(C2=C(c3ccc(S(C)(=O)=O)cc3)OC(C)(C)C2=O)c1, predict the reactants needed to synthesize it. The reactants are: CC(=O)c1cccc(B(O)O)c1.CC1(C)OC(c2ccc(S(C)(=O)=O)cc2)=C(Br)C1=O. (2) Given the product COc1ccc2nccc(N3C[C@@H]4C[C@H]3CN4CCN)c2n1, predict the reactants needed to synthesize it. The reactants are: COc1ccc2nccc(N3C[C@@H]4C[C@H]3CN4CCNC(=O)OCc3ccccc3)c2n1. (3) Given the product CC(=O)N1CCCc2cc(-c3cccnc3)cnc21, predict the reactants needed to synthesize it. The reactants are: CC(=O)Cl.c1cncc(-c2cnc3c(c2)CCCN3)c1. (4) Given the product CCCCCC=CC=CCCCCC(=O)O, predict the reactants needed to synthesize it. The reactants are: CCCCC/C=C/C=O.O=C(O)CCCCC[P+](c1ccccc1)(c1ccccc1)c1ccccc1.